From a dataset of Full USPTO retrosynthesis dataset with 1.9M reactions from patents (1976-2016). Predict the reactants needed to synthesize the given product. (1) The reactants are: NN.[OH-:3].[Na+].[C:5]1([C:11]([N:24]=[C:25]=O)(C2C=CC=CC=2)C2C=CC=CC=2)C=[CH:9][CH:8]=[CH:7][CH:6]=1. Given the product [CH3:25][N:24]1[CH2:11][CH2:5][CH2:6][CH2:7][CH:8]1[CH2:9][OH:3], predict the reactants needed to synthesize it. (2) Given the product [Cl:1][C:2]1[CH:3]=[CH:4][C:5]([O:30][CH3:31])=[C:6]([NH:8][S:9]([C:12]2[C:13]3[CH2:14][CH2:15][C@H:16]([NH:24][CH3:25])[CH2:17][C:18]=3[C:19]([O:22][CH3:23])=[CH:20][CH:21]=2)(=[O:11])=[O:10])[CH:7]=1, predict the reactants needed to synthesize it. The reactants are: [Cl:1][C:2]1[CH:3]=[CH:4][C:5]([O:30][CH3:31])=[C:6]([NH:8][S:9]([C:12]2[CH:21]=[CH:20][C:19]([O:22][CH3:23])=[C:18]3[C:13]=2[CH2:14][CH2:15][C@H:16]([NH:24][C:25](=O)OCC)[CH2:17]3)(=[O:11])=[O:10])[CH:7]=1.[H-].[H-].[H-].[H-].[Li+].[Al+3]. (3) Given the product [Cl:12][C:13]1[CH:18]=[CH:17][N:16]=[CH:15][C:14]=1[C:19]1([S:20]([C:23]2[CH:28]=[CH:27][C:26]([Cl:29])=[CH:25][CH:24]=2)(=[O:21])=[O:22])[CH2:10][CH2:9][CH2:8][CH2:7][CH2:6]1, predict the reactants needed to synthesize it. The reactants are: C([Li])CCC.[CH3:6][CH2:7][CH2:8][CH2:9][CH2:10]C.[Cl:12][C:13]1[CH:18]=[CH:17][N:16]=[CH:15][C:14]=1[CH2:19][S:20]([C:23]1[CH:28]=[CH:27][C:26]([Cl:29])=[CH:25][CH:24]=1)(=[O:22])=[O:21].ICCCCCI. (4) Given the product [Br:8][C:6]1[CH:5]=[C:4]([CH3:9])[C:3]2[N:10]=[C:11]([CH2:12][CH2:13][CH3:14])[NH:1][C:2]=2[CH:7]=1, predict the reactants needed to synthesize it. The reactants are: [NH2:1][C:2]1[CH:7]=[C:6]([Br:8])[CH:5]=[C:4]([CH3:9])[C:3]=1[NH:10][C:11](=O)[CH2:12][CH2:13][CH3:14]. (5) The reactants are: [CH3:1][O:2][C:3]1[CH:4]=[C:5]([C:13]2[CH:22]=[C:21]3[C:16]([CH:17]=[CH:18][CH:19]=[N:20]3)=[C:15](OS(C(F)(F)F)(=O)=O)[N:14]=2)[CH:6]=[C:7]([O:11][CH3:12])[C:8]=1[O:9][CH3:10].N[C:32]1[CH:33]=[CH:34][C:35](=[O:38])[NH:36][CH:37]=1.[CH:39]([NH:42]C(C)C)(C)C.O. Given the product [NH3:14].[CH3:1][O:2][C:3]1[CH:4]=[C:5]([C:13]2[CH:22]=[C:21]3[C:16]([CH:17]=[CH:18][CH:19]=[N:20]3)=[C:15]([NH:42][CH2:39][C:32]3[CH:33]=[CH:34][C:35](=[O:38])[NH:36][CH:37]=3)[N:14]=2)[CH:6]=[C:7]([O:11][CH3:12])[C:8]=1[O:9][CH3:10], predict the reactants needed to synthesize it. (6) Given the product [CH3:14][C:10]1([CH3:15])[O:11][CH2:12][CH2:13][NH:8][C@@H:9]1[C:16]([OH:18])=[O:17], predict the reactants needed to synthesize it. The reactants are: C([N:8]1[CH2:13][CH2:12][O:11][C:10]([CH3:15])([CH3:14])[C@H:9]1[C:16]([O:18]CC1C=CC=CC=1)=[O:17])C1C=CC=CC=1. (7) Given the product [ClH:39].[NH:28]1[C:37]2[C:32](=[CH:33][CH:34]=[CH:35][CH:36]=2)[CH:31]=[CH:30][C:29]1=[O:38], predict the reactants needed to synthesize it. The reactants are: O1C2C=CC(CN(C3CCN(CC[N:28]4[C:37]5[C:32](=[CH:33][CH:34]=[CH:35][CH:36]=5)[CH:31]=[CH:30][C:29]4=[O:38])CC3)C(=O)OC(C)(C)C)=CC=2OCC1.[ClH:39].C(OCC)(=O)C.